Dataset: Catalyst prediction with 721,799 reactions and 888 catalyst types from USPTO. Task: Predict which catalyst facilitates the given reaction. Reactant: C[Al](C)C.C1(C)C=CC=CC=1.[Cl-].[NH4+:13].[F:14][C:15]1[CH:22]=[CH:21][C:18]([C:19]#[N:20])=[CH:17][CH:16]=1. Product: [F:14][C:15]1[CH:22]=[CH:21][C:18]([C:19](=[NH:13])[NH2:20])=[CH:17][CH:16]=1. The catalyst class is: 22.